This data is from NCI-60 drug combinations with 297,098 pairs across 59 cell lines. The task is: Regression. Given two drug SMILES strings and cell line genomic features, predict the synergy score measuring deviation from expected non-interaction effect. (1) Drug 1: CCC1=CC2CC(C3=C(CN(C2)C1)C4=CC=CC=C4N3)(C5=C(C=C6C(=C5)C78CCN9C7C(C=CC9)(C(C(C8N6C)(C(=O)OC)O)OC(=O)C)CC)OC)C(=O)OC.C(C(C(=O)O)O)(C(=O)O)O. Drug 2: C(CN)CNCCSP(=O)(O)O. Cell line: UACC-257. Synergy scores: CSS=26.6, Synergy_ZIP=-0.656, Synergy_Bliss=0.182, Synergy_Loewe=-23.7, Synergy_HSA=0.385. (2) Drug 1: CC1CCC2CC(C(=CC=CC=CC(CC(C(=O)C(C(C(=CC(C(=O)CC(OC(=O)C3CCCCN3C(=O)C(=O)C1(O2)O)C(C)CC4CCC(C(C4)OC)O)C)C)O)OC)C)C)C)OC. Drug 2: CCC1(CC2CC(C3=C(CCN(C2)C1)C4=CC=CC=C4N3)(C5=C(C=C6C(=C5)C78CCN9C7C(C=CC9)(C(C(C8N6C)(C(=O)OC)O)OC(=O)C)CC)OC)C(=O)OC)O.OS(=O)(=O)O. Cell line: TK-10. Synergy scores: CSS=-0.897, Synergy_ZIP=0.253, Synergy_Bliss=-3.54, Synergy_Loewe=-4.64, Synergy_HSA=-5.19.